From a dataset of Full USPTO retrosynthesis dataset with 1.9M reactions from patents (1976-2016). Predict the reactants needed to synthesize the given product. The reactants are: Cl.Cl.[NH2:3][C@@:4]([C@@H:15]1[CH2:19][CH2:18][NH:17][CH2:16]1)([CH2:8][CH2:9][CH2:10][CH2:11][B:12]([OH:14])[OH:13])[C:5]([OH:7])=[O:6].C(N(CC)CC)C.[CH3:27][N:28](C)[CH:29]=[O:30].[N-]=C=O.[Cl:35][C:36]1[CH:41]=[CH:40]C=[CH:38][CH:37]=1. Given the product [NH2:3][C:4]([C@H:15]1[CH2:19][CH2:18][N:17]([C:29](=[O:30])[NH:28][C:27]2[CH:40]=[CH:41][C:36]([Cl:35])=[CH:37][CH:38]=2)[CH2:16]1)([CH2:8][CH2:9][CH2:10][CH2:11][B:12]([OH:14])[OH:13])[C:5]([OH:7])=[O:6], predict the reactants needed to synthesize it.